This data is from Full USPTO retrosynthesis dataset with 1.9M reactions from patents (1976-2016). The task is: Predict the reactants needed to synthesize the given product. (1) Given the product [Cl:1][C:2]1[CH:7]=[C:6]([OH:8])[CH:5]=[CH:4][C:3]=1[CH2:10][S:11][C:12]1[N:17]=[C:16]([OH:18])[CH:15]=[C:14]([CH3:19])[N:13]=1, predict the reactants needed to synthesize it. The reactants are: [Cl:1][C:2]1[CH:7]=[C:6]([O:8]C)[CH:5]=[CH:4][C:3]=1[CH2:10][S:11][C:12]1[N:17]=[C:16]([OH:18])[CH:15]=[C:14]([CH3:19])[N:13]=1.B(Br)(Br)Br.O. (2) Given the product [C:17]1([S:23]([C:26]2[C:27]([CH2:34][CH2:35][C:36]([OH:38])=[O:37])=[C:28](/[CH:32]=[C:9]3\[C:10](=[O:16])[NH:11][C:12]4[C:8]\3=[C:7]([CH:4]3[CH2:3][CH2:2][NH:1][CH2:6][CH2:5]3)[CH:15]=[CH:14][CH:13]=4)[NH:29][C:30]=2[CH3:31])(=[O:24])=[O:25])[CH:18]=[CH:19][CH:20]=[CH:21][CH:22]=1, predict the reactants needed to synthesize it. The reactants are: [NH:1]1[CH2:6][CH2:5][CH:4]([C:7]2[CH:15]=[CH:14][CH:13]=[C:12]3[C:8]=2[CH2:9][C:10](=[O:16])[NH:11]3)[CH2:3][CH2:2]1.[C:17]1([S:23]([C:26]2[C:27]([CH2:34][CH2:35][C:36]([OH:38])=[O:37])=[C:28]([CH:32]=O)[NH:29][C:30]=2[CH3:31])(=[O:25])=[O:24])[CH:22]=[CH:21][CH:20]=[CH:19][CH:18]=1.CC(O/N=C(/C(NCC=O)=O)\C1N=C(N)SC=1)(C(O)=O)C.N1CCCCC1. (3) Given the product [CH2:37]([O:36][C:34](=[O:35])[CH2:33][CH2:32][NH:31][C:29]([C:26]1[N:27]=[CH:28][C:23]([C:2]2[CH:10]=[C:9]([C:11]([F:14])([F:13])[F:12])[CH:8]=[CH:7][C:3]=2[C:4]([OH:6])=[O:5])=[CH:24][CH:25]=1)=[O:30])[CH3:38], predict the reactants needed to synthesize it. The reactants are: Br[C:2]1[CH:10]=[C:9]([C:11]([F:14])([F:13])[F:12])[CH:8]=[CH:7][C:3]=1[C:4]([OH:6])=[O:5].CC1(C)C(C)(C)OB([C:23]2[CH:24]=[CH:25][C:26]([C:29]([NH:31][CH2:32][CH2:33][C:34]([O:36][CH2:37][CH3:38])=[O:35])=[O:30])=[N:27][CH:28]=2)O1.C([O-])([O-])=O.[K+].[K+].Cl. (4) Given the product [Cl:32][C:30]1[CH:29]=[CH:28][C:10]2[N:11]([CH3:27])[C:12](=[O:26])[CH:13]([CH2:15][C:16]3[CH:25]=[CH:24][C:23]4[C:18](=[CH:19][CH:20]=[CH:21][CH:22]=4)[CH:17]=3)[N:14]=[C:8]([N:5]3[CH2:4][CH2:3][CH:2]([NH:1][C:40](=[O:47])[C:41]4[CH:46]=[CH:45][CH:44]=[CH:43][CH:42]=4)[CH2:7][CH2:6]3)[C:9]=2[CH:31]=1, predict the reactants needed to synthesize it. The reactants are: [NH2:1][CH:2]1[CH2:7][CH2:6][N:5]([C:8]2[C:9]3[CH:31]=[C:30]([Cl:32])[CH:29]=[CH:28][C:10]=3[N:11]([CH3:27])[C:12](=[O:26])[CH:13]([CH2:15][C:16]3[CH:25]=[CH:24][C:23]4[C:18](=[CH:19][CH:20]=[CH:21][CH:22]=4)[CH:17]=3)[N:14]=2)[CH2:4][CH2:3]1.C(N(CC)CC)C.[C:40](Cl)(=[O:47])[C:41]1[CH:46]=[CH:45][CH:44]=[CH:43][CH:42]=1. (5) Given the product [O:30]=[C:26]1[CH2:25][C:24]2[C:28](=[CH:29][C:21]([C:19]([C:18]3[CH:17]=[CH:16][C:15]([NH:14][C:10]([C:9]4[N:5]([C:1]([CH3:4])([CH3:3])[CH3:2])[N:6]=[C:7]([CH3:13])[CH:8]=4)=[O:11])=[CH:32][CH:31]=3)=[O:20])=[CH:22][CH:23]=2)[NH:27]1, predict the reactants needed to synthesize it. The reactants are: [C:1]([N:5]1[C:9]([C:10](Cl)=[O:11])=[CH:8][C:7]([CH3:13])=[N:6]1)([CH3:4])([CH3:3])[CH3:2].[NH2:14][C:15]1[CH:32]=[CH:31][C:18]([C:19]([C:21]2[CH:29]=[C:28]3[C:24]([CH2:25][C:26](=[O:30])[NH:27]3)=[CH:23][CH:22]=2)=[O:20])=[CH:17][CH:16]=1. (6) Given the product [F:1][C:2]1([F:20])[CH2:8][O:7][C:6]2[CH:9]=[CH:10][C:11]([C:36]#[C:35][C@@:33]([OH:37])([C:30]3[CH:29]=[C:28]([CH3:27])[O:32][N:31]=3)[CH3:34])=[CH:12][C:5]=2[N:4]2[N:14]=[C:15]([C:17]([NH2:19])=[O:18])[CH:16]=[C:3]12, predict the reactants needed to synthesize it. The reactants are: [F:1][C:2]1([F:20])[CH2:8][O:7][C:6]2[CH:9]=[CH:10][C:11](I)=[CH:12][C:5]=2[N:4]2[N:14]=[C:15]([C:17]([NH2:19])=[O:18])[CH:16]=[C:3]12.N1CCCCC1.[CH3:27][C:28]1[O:32][N:31]=[C:30]([C@:33]([OH:37])([C:35]#[CH:36])[CH3:34])[CH:29]=1. (7) Given the product [CH2:1]([O:5][C:6]1[C:15]2[C:10](=[CH:11][CH:12]=[C:13]([CH2:16][OH:17])[CH:14]=2)[C:9](=[O:19])[N:8]([CH2:20][CH:21]2[CH2:23][CH2:22]2)[C:7]=1[CH2:24][NH:25][C:26](=[O:27])[O:28][C:29]([CH3:32])([CH3:31])[CH3:30])[CH2:2][CH2:3][CH3:4], predict the reactants needed to synthesize it. The reactants are: [CH2:1]([O:5][C:6]1[C:15]2[C:10](=[CH:11][CH:12]=[C:13]([C:16](O)=[O:17])[CH:14]=2)[C:9](=[O:19])[N:8]([CH2:20][CH:21]2[CH2:23][CH2:22]2)[C:7]=1[CH2:24][NH:25][C:26]([O:28][C:29]([CH3:32])([CH3:31])[CH3:30])=[O:27])[CH2:2][CH2:3][CH3:4].CN1CCOCC1.ClC(OCC)=O.[BH4-].[Na+].